From a dataset of Reaction yield outcomes from USPTO patents with 853,638 reactions. Predict the reaction yield, written as a fraction of the theoretical maximum amount of product (1.0 means a 100% yield; for example, 0.34 means a 34% yield). (1) The reactants are Cl[C:2]1[N:7]=[CH:6][C:5]([CH:8]([C:16]2[CH:21]=[CH:20][CH:19]=[CH:18][CH:17]=2)[C:9]([CH3:15])([CH3:14])[C:10]([O:12][CH3:13])=[O:11])=[CH:4][CH:3]=1.ClCCl.[CH3:25][N:26](C)C(=O)C. The catalyst is [C-]#N.[Zn+2].[C-]#N.[Zn].C(OCC)(=O)C. The product is [C:25]([C:2]1[N:7]=[CH:6][C:5]([CH:8]([C:16]2[CH:21]=[CH:20][CH:19]=[CH:18][CH:17]=2)[C:9]([CH3:15])([CH3:14])[C:10]([O:12][CH3:13])=[O:11])=[CH:4][CH:3]=1)#[N:26]. The yield is 0.630. (2) The reactants are [C:1]1([OH:7])[CH:6]=[CH:5][CH:4]=[CH:3][CH:2]=1.[H-].[Na+].[CH2:10]([O:17][C:18]1[CH:27]=[C:26]2[C:21]([C:22](Cl)=[N:23][CH:24]=[N:25]2)=[CH:20][C:19]=1[O:29][CH3:30])[C:11]1[CH:16]=[CH:15][CH:14]=[CH:13][CH:12]=1.O. The catalyst is CN1C(=O)CCC1. The product is [CH2:10]([O:17][C:18]1[CH:27]=[C:26]2[C:21]([C:22]([O:7][C:1]3[CH:6]=[CH:5][CH:4]=[CH:3][CH:2]=3)=[N:23][CH:24]=[N:25]2)=[CH:20][C:19]=1[O:29][CH3:30])[C:11]1[CH:16]=[CH:15][CH:14]=[CH:13][CH:12]=1. The yield is 0.830. (3) The reactants are Br[CH2:2][C:3]1[S:7][CH:6]=[N:5][C:4]=1[CH:8]([CH3:10])[CH3:9].[CH3:11][C:12]1[N:17]=[C:16]([SH:18])[N:15]=[C:14]([OH:19])[CH:13]=1.C(N(CC)CC)C. The catalyst is C(O)C. The product is [CH3:11][C:12]1[N:17]=[C:16]([S:18][CH2:2][C:3]2[S:7][CH:6]=[N:5][C:4]=2[CH:8]([CH3:10])[CH3:9])[N:15]=[C:14]([OH:19])[CH:13]=1. The yield is 0.560. (4) The reactants are [NH2:1][C@@H:2]([CH2:33][C:34]1[CH:39]=[CH:38][CH:37]=[CH:36][CH:35]=1)[C@@H:3]([OH:32])[CH2:4][C@@H:5]([NH:19][C:20]([C@@H:22]([NH:27][C:28](=[O:31])[O:29][CH3:30])[C:23]([CH3:26])([CH3:25])[CH3:24])=[O:21])[CH2:6][C:7]1[CH:12]=[CH:11][C:10]([C:13]2[CH:18]=[CH:17][CH:16]=[CH:15][N:14]=2)=[CH:9][CH:8]=1.[CH3:40][C:41]([CH3:61])([CH3:60])[C@H:42]([N:46]1[CH2:50][CH2:49][N:48]([CH2:51][C:52]2[CH:57]=[CH:56][CH:55]=[C:54]([CH3:58])[CH:53]=2)[C:47]1=[O:59])[C:43](O)=[O:44].CCOP(ON1N=NC2C=CC=CC=2C1=O)(OCC)=O.C(N(CC)C(C)C)(C)C. The catalyst is C1COCC1. The product is [CH3:40][C:41]([CH3:61])([CH3:60])[C@H:42]([N:46]1[CH2:50][CH2:49][N:48]([CH2:51][C:52]2[CH:57]=[CH:56][CH:55]=[C:54]([CH3:58])[CH:53]=2)[C:47]1=[O:59])[C:43]([NH:1][C@@H:2]([CH2:33][C:34]1[CH:35]=[CH:36][CH:37]=[CH:38][CH:39]=1)[C@@H:3]([OH:32])[CH2:4][C@@H:5]([NH:19][C:20]([C@@H:22]([NH:27][C:28](=[O:31])[O:29][CH3:30])[C:23]([CH3:26])([CH3:25])[CH3:24])=[O:21])[CH2:6][C:7]1[CH:12]=[CH:11][C:10]([C:13]2[CH:18]=[CH:17][CH:16]=[CH:15][N:14]=2)=[CH:9][CH:8]=1)=[O:44]. The yield is 0.440. (5) The reactants are [F:1][C:2]1[C:7]2[N:8]=C(C)[S:10][C:6]=2[C:5]([F:12])=[CH:4][C:3]=1[F:13].[ClH:14].O1CCOCC1. The catalyst is C(O)CO.[OH-].[Na+]. The product is [ClH:14].[NH2:8][C:7]1[C:2]([F:1])=[C:3]([F:13])[CH:4]=[C:5]([F:12])[C:6]=1[SH:10]. The yield is 0.730. (6) The reactants are CS[C:3](=[C:6]([C:9]#[N:10])[C:7]#[N:8])SC.[OH:11][CH2:12][CH2:13][CH2:14][NH:15][CH2:16][CH2:17][NH2:18].C(OCC)(=O)C.C(OC(C)C)(C)C. The catalyst is C1COCC1. The product is [OH:11][CH2:12][CH2:13][CH2:14][N:15]1[CH2:16][CH2:17][NH:18][C:3]1=[C:6]([C:9]#[N:10])[C:7]#[N:8]. The yield is 0.824. (7) The reactants are [Br:1][C:2]1[CH:3]=[C:4]2[C:9](=[CH:10][CH:11]=1)[C:8](=[O:12])[N:7]([CH2:13][CH:14]1[CH2:16][CH2:15]1)[C:6]([C:17]([O:19]CC)=[O:18])=[C:5]2[O:22][CH2:23][CH2:24][CH2:25][CH3:26].[OH-].[Na+].O.Cl. The catalyst is O1CCCC1.C(O)C. The product is [Br:1][C:2]1[CH:3]=[C:4]2[C:9](=[CH:10][CH:11]=1)[C:8](=[O:12])[N:7]([CH2:13][CH:14]1[CH2:15][CH2:16]1)[C:6]([C:17]([OH:19])=[O:18])=[C:5]2[O:22][CH2:23][CH2:24][CH2:25][CH3:26]. The yield is 0.957. (8) The product is [Br:13][C:14]1[C:22]([CH3:23])=[CH:21][C:17]([C:18]([NH:9][NH:8][C:6]2[CH:7]=[C:2]([Cl:1])[CH:3]=[CH:4][C:5]=2[S:10][CH2:11][CH3:12])=[O:19])=[C:16]([N+:24]([O-:26])=[O:25])[CH:15]=1. The catalyst is C(Cl)Cl. The yield is 0.470. The reactants are [Cl:1][C:2]1[CH:3]=[CH:4][C:5]([S:10][CH2:11][CH3:12])=[C:6]([NH:8][NH2:9])[CH:7]=1.[Br:13][C:14]1[C:22]([CH3:23])=[CH:21][C:17]([C:18](O)=[O:19])=[C:16]([N+:24]([O-:26])=[O:25])[CH:15]=1.